Dataset: NCI-60 drug combinations with 297,098 pairs across 59 cell lines. Task: Regression. Given two drug SMILES strings and cell line genomic features, predict the synergy score measuring deviation from expected non-interaction effect. Cell line: NCI-H522. Synergy scores: CSS=55.2, Synergy_ZIP=-8.20, Synergy_Bliss=-5.54, Synergy_Loewe=-3.53, Synergy_HSA=-0.910. Drug 1: CCC1=CC2CC(C3=C(CN(C2)C1)C4=CC=CC=C4N3)(C5=C(C=C6C(=C5)C78CCN9C7C(C=CC9)(C(C(C8N6C)(C(=O)OC)O)OC(=O)C)CC)OC)C(=O)OC.C(C(C(=O)O)O)(C(=O)O)O. Drug 2: CCC1(C2=C(COC1=O)C(=O)N3CC4=CC5=C(C=CC(=C5CN(C)C)O)N=C4C3=C2)O.Cl.